Dataset: NCI-60 drug combinations with 297,098 pairs across 59 cell lines. Task: Regression. Given two drug SMILES strings and cell line genomic features, predict the synergy score measuring deviation from expected non-interaction effect. (1) Drug 1: CN1C(=O)N2C=NC(=C2N=N1)C(=O)N. Drug 2: CC1=C2C(C(=O)C3(C(CC4C(C3C(C(C2(C)C)(CC1OC(=O)C(C(C5=CC=CC=C5)NC(=O)C6=CC=CC=C6)O)O)OC(=O)C7=CC=CC=C7)(CO4)OC(=O)C)O)C)OC(=O)C. Cell line: NCIH23. Synergy scores: CSS=34.3, Synergy_ZIP=-3.77, Synergy_Bliss=-3.39, Synergy_Loewe=-65.7, Synergy_HSA=-3.62. (2) Drug 1: C(=O)(N)NO. Drug 2: CC(C)NC(=O)C1=CC=C(C=C1)CNNC.Cl. Cell line: HS 578T. Synergy scores: CSS=-2.19, Synergy_ZIP=0.0480, Synergy_Bliss=-1.36, Synergy_Loewe=-1.58, Synergy_HSA=-2.48. (3) Drug 1: CC1=CC=C(C=C1)C2=CC(=NN2C3=CC=C(C=C3)S(=O)(=O)N)C(F)(F)F. Drug 2: CC(C)NC(=O)C1=CC=C(C=C1)CNNC.Cl. Cell line: CCRF-CEM. Synergy scores: CSS=0.719, Synergy_ZIP=0.974, Synergy_Bliss=0.602, Synergy_Loewe=-3.03, Synergy_HSA=-2.81. (4) Drug 1: CN1CCC(CC1)COC2=C(C=C3C(=C2)N=CN=C3NC4=C(C=C(C=C4)Br)F)OC. Drug 2: C1=CC(=CC=C1CCCC(=O)O)N(CCCl)CCCl. Cell line: K-562. Synergy scores: CSS=45.9, Synergy_ZIP=4.18, Synergy_Bliss=4.34, Synergy_Loewe=-12.8, Synergy_HSA=5.16. (5) Drug 1: CS(=O)(=O)CCNCC1=CC=C(O1)C2=CC3=C(C=C2)N=CN=C3NC4=CC(=C(C=C4)OCC5=CC(=CC=C5)F)Cl. Drug 2: CCCCC(=O)OCC(=O)C1(CC(C2=C(C1)C(=C3C(=C2O)C(=O)C4=C(C3=O)C=CC=C4OC)O)OC5CC(C(C(O5)C)O)NC(=O)C(F)(F)F)O. Cell line: HOP-92. Synergy scores: CSS=49.4, Synergy_ZIP=5.01, Synergy_Bliss=7.25, Synergy_Loewe=3.38, Synergy_HSA=6.28. (6) Drug 1: CCC1=CC2CC(C3=C(CN(C2)C1)C4=CC=CC=C4N3)(C5=C(C=C6C(=C5)C78CCN9C7C(C=CC9)(C(C(C8N6C)(C(=O)OC)O)OC(=O)C)CC)OC)C(=O)OC.C(C(C(=O)O)O)(C(=O)O)O. Drug 2: CS(=O)(=O)OCCCCOS(=O)(=O)C. Cell line: MALME-3M. Synergy scores: CSS=27.5, Synergy_ZIP=-5.86, Synergy_Bliss=-2.62, Synergy_Loewe=-24.5, Synergy_HSA=-3.38. (7) Drug 1: CS(=O)(=O)C1=CC(=C(C=C1)C(=O)NC2=CC(=C(C=C2)Cl)C3=CC=CC=N3)Cl. Drug 2: CCC1=CC2CC(C3=C(CN(C2)C1)C4=CC=CC=C4N3)(C5=C(C=C6C(=C5)C78CCN9C7C(C=CC9)(C(C(C8N6C)(C(=O)OC)O)OC(=O)C)CC)OC)C(=O)OC.C(C(C(=O)O)O)(C(=O)O)O. Cell line: CCRF-CEM. Synergy scores: CSS=75.4, Synergy_ZIP=15.5, Synergy_Bliss=13.7, Synergy_Loewe=2.96, Synergy_HSA=13.6. (8) Drug 1: CC1=CC2C(CCC3(C2CCC3(C(=O)C)OC(=O)C)C)C4(C1=CC(=O)CC4)C. Drug 2: C1=NC2=C(N1)C(=S)N=CN2. Cell line: LOX IMVI. Synergy scores: CSS=26.8, Synergy_ZIP=-1.59, Synergy_Bliss=-1.31, Synergy_Loewe=-54.5, Synergy_HSA=-0.766.